Binary Classification. Given a T-cell receptor sequence (or CDR3 region) and an epitope sequence, predict whether binding occurs between them. From a dataset of TCR-epitope binding with 47,182 pairs between 192 epitopes and 23,139 TCRs. The epitope is NLVPMVATV. The TCR CDR3 sequence is CASSLRQYEQYF. Result: 1 (the TCR binds to the epitope).